Dataset: Reaction yield outcomes from USPTO patents with 853,638 reactions. Task: Predict the reaction yield, written as a fraction of the theoretical maximum amount of product (1.0 means a 100% yield; for example, 0.34 means a 34% yield). The reactants are C[Si]([N-][Si](C)(C)C)(C)C.[K+].[F:11][C:12]1[CH:39]=[CH:38][C:15]([CH2:16][O:17][CH2:18][CH2:19][CH2:20][CH2:21][CH2:22][C:23]([N:25]2[C@H:29]([CH2:30][C:31]3[CH:36]=[CH:35][CH:34]=[CH:33][CH:32]=3)[CH2:28][O:27][C:26]2=[O:37])=[O:24])=[CH:14][C:13]=1[CH3:40].CC(C1C=C(C(C)C)C(S([N:56]=[N+:57]=[N-:58])(=O)=O)=C(C(C)C)C=1)C.CC(O)=O. The catalyst is C1COCC1.[Cl-].[Na+].O. The product is [F:11][C:12]1[CH:39]=[CH:38][C:15]([CH2:16][O:17][CH2:18][CH2:19][CH2:20][CH2:21][C@@H:22]([N:56]=[N+:57]=[N-:58])[C:23]([N:25]2[C@H:29]([CH2:30][C:31]3[CH:36]=[CH:35][CH:34]=[CH:33][CH:32]=3)[CH2:28][O:27][C:26]2=[O:37])=[O:24])=[CH:14][C:13]=1[CH3:40]. The yield is 0.480.